From a dataset of Full USPTO retrosynthesis dataset with 1.9M reactions from patents (1976-2016). Predict the reactants needed to synthesize the given product. (1) Given the product [C:13]1([CH2:19][O:20][C:21]2[CH:26]=[CH:25][CH:24]=[CH:23][C:22]=2[C:27]2[CH:32]=[CH:31][CH:30]=[CH:29][C:28]=2[C:2]2[CH:12]=[C:6]([C:7]([O:9][CH2:10][CH3:11])=[O:8])[CH:5]=[N:4][CH:3]=2)[CH:14]=[CH:15][CH:16]=[CH:17][CH:18]=1, predict the reactants needed to synthesize it. The reactants are: Br[C:2]1[CH:3]=[N:4][CH:5]=[C:6]([CH:12]=1)[C:7]([O:9][CH2:10][CH3:11])=[O:8].[C:13]1([CH2:19][O:20][C:21]2[CH:26]=[CH:25][CH:24]=[CH:23][C:22]=2[C:27]2[CH:32]=[CH:31][CH:30]=[CH:29][C:28]=2B(O)O)[CH:18]=[CH:17][CH:16]=[CH:15][CH:14]=1.C(=O)([O-])[O-].[K+].[K+]. (2) Given the product [CH3:1][C@:2]12[C@@:19]3([CH3:20])[C@@H:10]([C@:11]4([CH3:33])[C@@H:16]([CH2:17][CH2:18]3)[C:15]([CH3:21])([CH3:22])[C:14]([C:23]3[CH:32]=[CH:31][C:26]([C:27]([OH:29])=[O:28])=[CH:25][CH:24]=3)=[CH:13][CH2:12]4)[CH2:9][CH2:8][C@@H:7]1[C@H:6]1[C@H:34]([C:37]([CH3:39])=[CH2:38])[CH2:35][CH2:36][C@:5]1([NH:40][CH2:41][CH2:42][NH:43][S:44]([CH3:47])(=[O:46])=[O:45])[CH2:4][CH2:3]2, predict the reactants needed to synthesize it. The reactants are: [CH3:1][C@:2]12[C@@:19]3([CH3:20])[C@@H:10]([C@:11]4([CH3:33])[C@@H:16]([CH2:17][CH2:18]3)[C:15]([CH3:22])([CH3:21])[C:14]([C:23]3[CH:32]=[CH:31][C:26]([C:27]([O:29]C)=[O:28])=[CH:25][CH:24]=3)=[CH:13][CH2:12]4)[CH2:9][CH2:8][C@@H:7]1[C@H:6]1[C@H:34]([C:37]([CH3:39])=[CH2:38])[CH2:35][CH2:36][C@:5]1([NH:40][CH2:41][CH2:42][NH:43][S:44]([CH3:47])(=[O:46])=[O:45])[CH2:4][CH2:3]2.[OH-].[Na+]. (3) Given the product [N:1]1([C:8]2[CH:13]=[CH:12][C:11]([C:14](=[O:16])[CH3:15])=[CH:10][CH:9]=2)[CH2:6][CH2:5][O:4][CH2:3][CH2:2]1, predict the reactants needed to synthesize it. The reactants are: [NH:1]1[CH2:6][CH2:5][O:4][CH2:3][CH2:2]1.F[C:8]1[CH:13]=[CH:12][C:11]([C:14](=[O:16])[CH3:15])=[CH:10][CH:9]=1. (4) Given the product [Cl:33][CH2:11][C:7]1[CH:8]=[CH:9][CH:10]=[C:5]([CH2:4][CH:1]2[CH2:3][CH2:2]2)[CH:6]=1, predict the reactants needed to synthesize it. The reactants are: [CH:1]1([CH2:4][C:5]2[CH:6]=[C:7]([CH2:11]O)[CH:8]=[CH:9][CH:10]=2)[CH2:3][CH2:2]1.C1(P(C2C=CC=CC=2)C2C=CC=CC=2)C=CC=CC=1.C(Cl)(Cl)(Cl)[Cl:33].